This data is from Reaction yield outcomes from USPTO patents with 853,638 reactions. The task is: Predict the reaction yield, written as a fraction of the theoretical maximum amount of product (1.0 means a 100% yield; for example, 0.34 means a 34% yield). The reactants are [Cl:1][C:2]1[N:3]=[N:4][C:5]([Cl:17])=[CH:6][C:7]=1[N:8]1[CH2:13][CH2:12][CH:11]([CH2:14][CH2:15][OH:16])[CH2:10][CH2:9]1.O[C:19]1[CH:26]=[CH:25][C:22]([C:23]#[N:24])=[CH:21][CH:20]=1.C1(P(C2C=CC=CC=2)C2C=CC=CC=2)C=CC=CC=1.N(C(OCC)=O)=NC(OCC)=O. The catalyst is O1CCCC1. The product is [Cl:1][C:2]1[N:3]=[N:4][C:5]([Cl:17])=[CH:6][C:7]=1[N:8]1[CH2:13][CH2:12][CH:11]([CH2:14][CH2:15][O:16][C:19]2[CH:26]=[CH:25][C:22]([C:23]#[N:24])=[CH:21][CH:20]=2)[CH2:10][CH2:9]1. The yield is 0.340.